From a dataset of Catalyst prediction with 721,799 reactions and 888 catalyst types from USPTO. Predict which catalyst facilitates the given reaction. (1) Reactant: [Cl:1][C:2]1[CH:7]=[CH:6][C:5]([C:8]2[CH:9]=[CH:10][C:11]([CH3:15])=[C:12](Br)[CH:13]=2)=[CH:4][CH:3]=1.C([Li])CCC.C[O:22][B:23](OC)[O:24]C.Cl. Product: [Cl:1][C:2]1[CH:7]=[CH:6][C:5]([C:8]2[CH:9]=[CH:10][C:11]([CH3:15])=[C:12]([B:23]([OH:24])[OH:22])[CH:13]=2)=[CH:4][CH:3]=1. The catalyst class is: 1. (2) Reactant: Br[C:2]1[S:3][C:4]([NH:34]C(=O)OC(C)(C)C)=[C:5]([C:7](=[O:33])[NH:8][C:9]2[CH:10]=[N:11][N:12]([CH2:29][CH:30]([F:32])[F:31])[C:13]=2[N:14]2[CH2:20][CH2:19][CH2:18][C@@H:17]([N:21]([CH3:28])C(=O)C(F)(F)F)[CH2:16][CH2:15]2)[N:6]=1.C([O-])([O-])=O.[Na+].[Na+].[F:48][C:49]1[CH:54]=[CH:53][C:52]([F:55])=[CH:51][C:50]=1B(O)O. The catalyst class is: 622. Product: [NH2:34][C:4]1[S:3][C:2]([C:53]2[CH:54]=[C:49]([F:48])[CH:50]=[CH:51][C:52]=2[F:55])=[N:6][C:5]=1[C:7]([NH:8][C:9]1[CH:10]=[N:11][N:12]([CH2:29][CH:30]([F:32])[F:31])[C:13]=1[N:14]1[CH2:20][CH2:19][CH2:18][C@@H:17]([NH:21][CH3:28])[CH2:16][CH2:15]1)=[O:33]. (3) Reactant: [CH3:1][N:2]1[CH:6]=[C:5]([C:7]2[CH:8]=[C:9]3[C:13](=[CH:14][CH:15]=2)[N:12](C(OC(C)(C)C)=O)[CH2:11][CH2:10]3)[C:4]([C:23]([F:26])([F:25])[F:24])=[N:3]1.Cl.CCOC(C)=O. Product: [CH3:1][N:2]1[CH:6]=[C:5]([C:7]2[CH:8]=[C:9]3[C:13](=[CH:14][CH:15]=2)[NH:12][CH2:11][CH2:10]3)[C:4]([C:23]([F:26])([F:24])[F:25])=[N:3]1. The catalyst class is: 25. (4) Reactant: [C:1]([N:8]1[CH2:14][CH2:13][CH2:12][N:11]([C:15]2[CH:20]=[CH:19][C:18]([N+:21]([O-])=O)=[CH:17][CH:16]=2)[CH2:10][CH2:9]1)([O:3][C:4]([CH3:7])([CH3:6])[CH3:5])=[O:2]. Product: [NH2:21][C:18]1[CH:19]=[CH:20][C:15]([N:11]2[CH2:12][CH2:13][CH2:14][N:8]([C:1]([O:3][C:4]([CH3:7])([CH3:6])[CH3:5])=[O:2])[CH2:9][CH2:10]2)=[CH:16][CH:17]=1. The catalyst class is: 19. (5) Reactant: [CH3:1][O:2][C:3]1[CH:4]=[C:5]([CH2:11][CH:12]([NH:14][CH:15]=O)[CH3:13])[CH:6]=[CH:7][C:8]=1[O:9][CH3:10].O=P(Cl)(Cl)Cl.O.N. Product: [CH3:1][O:2][C:3]1[CH:4]=[C:5]2[C:6](=[CH:7][C:8]=1[O:9][CH3:10])[CH:15]=[N:14][CH:12]([CH3:13])[CH2:11]2. The catalyst class is: 10. (6) Reactant: [Cl:1][C:2]1[N:7]=[C:6](Cl)[CH:5]=[CH:4][N:3]=1.[Cl:9][C:10]1[C:15](B(O)O)=[CH:14][CH:13]=[CH:12][N:11]=1.COCCOC.C([O-])(O)=O.[Na+]. Product: [Cl:1][C:2]1[N:7]=[C:6]([C:15]2[C:10]([Cl:9])=[N:11][CH:12]=[CH:13][CH:14]=2)[CH:5]=[CH:4][N:3]=1. The catalyst class is: 518. (7) Reactant: [OH:1][CH:2]([C:6]1[CH:15]=[CH:14][C:9]([C:10]([O:12][CH3:13])=[O:11])=[CH:8][C:7]=1[CH3:16])[CH2:3][CH2:4][CH3:5]. Product: [C:2]([C:6]1[CH:15]=[CH:14][C:9]([C:10]([O:12][CH3:13])=[O:11])=[CH:8][C:7]=1[CH3:16])(=[O:1])[CH2:3][CH2:4][CH3:5]. The catalyst class is: 327. (8) Reactant: [CH3:1][O:2][C:3](=[O:17])[CH2:4][C:5]1[CH:10]=[CH:9][C:8]([N+:11]([O-])=O)=[CH:7][C:6]=1[N+:14]([O-])=O.[H][H]. Product: [CH3:1][O:2][C:3](=[O:17])[CH2:4][C:5]1[CH:10]=[CH:9][C:8]([NH2:11])=[CH:7][C:6]=1[NH2:14]. The catalyst class is: 29. (9) Product: [CH2:1]([C:8]1[N:13]=[C:12]([CH2:14][N:24]([CH3:25])[CH3:23])[CH:11]=[C:10]([C:16]2[CH:21]=[CH:20][C:19]([CH3:22])=[CH:18][CH:17]=2)[N:9]=1)[C:2]1[CH:7]=[CH:6][CH:5]=[CH:4][CH:3]=1. The catalyst class is: 2. Reactant: [CH2:1]([C:8]1[N:13]=[C:12]([CH:14]=O)[CH:11]=[C:10]([C:16]2[CH:21]=[CH:20][C:19]([CH3:22])=[CH:18][CH:17]=2)[N:9]=1)[C:2]1[CH:7]=[CH:6][CH:5]=[CH:4][CH:3]=1.[CH3:23][NH:24][CH3:25].[BH-](OC(C)=O)(OC(C)=O)OC(C)=O.[Na+].